From a dataset of Experimentally validated miRNA-target interactions with 360,000+ pairs, plus equal number of negative samples. Binary Classification. Given a miRNA mature sequence and a target amino acid sequence, predict their likelihood of interaction. (1) The miRNA is hsa-miR-1185-1-3p with sequence AUAUACAGGGGGAGACUCUUAU. The protein sequence of the target gene is MDPECAQLLPALCAVLVDPRQPVADDTCLEKLLDWFKTVTEGESSVVLLQEHPCLVELLSHVLKVQDLSSGVLSFSLRLAGTFAAQENCFQYLQQGELLPGLFGEPGPLGRATWAVPTVRSGWIQGLRSLAQHPSALRFLADHGAVDTIFSLQGDSSLFVASAASQLLVHVLALSMRGGAEGQPCLPGGDWPACAQKIMDHVEESLCSAATPKVTQALNVLTTTFGRCQSPWTEALWVRLSPRVACLLERDPIPAAHSFVDLLLCVARSPVFSSSDGSLWETVARALSCLGPTHMGPLAL.... Result: 0 (no interaction). (2) The miRNA is hsa-miR-4647 with sequence GAAGAUGGUGCUGUGCUGAGGAA. The protein sequence of the target gene is MDTILVFSLIIASYDANKKDLRDSSCRLEQLPGIFPKDVRSIRELQMQETHTETKRTTFIQNRTIATLQCLGSDSKVKVNLVYLERRPKVKHILKNLRIIAAPRRNSSASSSCHLIPTSKFQTGSLLKGKAFLPGISQCKVLGASSETFPTTAPSITPGNKEGEKTTSTDTDENLEKRQKWSIVVKILIAVTLLLSGVAIIVFVIFEVPCPYQCLGARKLCQCQWLWRWQKKGGQPPGTAESKPDSQPQKVGQDAANSSNPKKAAEITVIHQTYF. Result: 0 (no interaction). (3) The miRNA is hsa-miR-513b-5p with sequence UUCACAAGGAGGUGUCAUUUAU. The protein sequence of the target gene is MNCVCRLVLVVLSLWPDRVVAPGPPAGSPRVSSDPRADLDSAVLLTRSLLADTRQLAAQMRDKFPADGDHSLDSLPTLAMSAGTLGSLQLPGVLTRLRVDLMSYLRHVQWLRRAGGPSLKTLEPELGALQARLERLLRRLQLLMSRLALPQAAPDQPVIPLGPPASAWGSIRAAHAILGGLHLTLDWAVRGLLLLKTRL. Result: 0 (no interaction). (4) The miRNA is mmu-miR-29b-2-5p with sequence CUGGUUUCACAUGGUGGCUUAGAUU. The protein sequence of the target gene is MSGDSSGRGPEGRGRGRDPHRDRTRSRSRSRSPLSPRSRRGSARERREAPERPSLEDTEPSDSGDEMMDPASLEAEADQGLCRQIRHQYRALINSVQQNREDILNAGDKLTEVLEEANTLFNEVSRAREAVLDAHFLVLASDLGKEKAKQLRSDLSSFDMLRYVETLLTHMGVNPLEAEELIRDEDSPDFEFIVYDSWKITGRTAENTFNKTHTFHFLLGSIYGECPVPKPRVDRPRKVPVIQEERAMPAQLRRMEESHQEATEKEVERILGLLQTYFREDPDTPMSFFDFVVDPHSFPR.... Result: 0 (no interaction). (5) The miRNA is mmu-miR-124-3p with sequence UAAGGCACGCGGUGAAUGCC. The protein sequence of the target gene is MSLCEDMLLCNYRKCRIKLSGYAWVTACSHIFCDQHGSGEFSRSPAICPACNSTLSGKLDIVRTELSPSEEYKAMVLAGLRPEVVLDISSRALAFWTYQVHQERLYQEYNFSKAENHLKQMEKMYMQQIQSKNIELTSMKGEVISMKKVLEEYKKKFSDISEKLMERNRQYQKLQGLYDSLRLRNITIASQEGSLEPGMIPQSGVFGFPPGNNSKFSLDHIPVGNQGGGDEDVQFRPFFVCSPTAPEPINNFFSFASPSHEAEQQVCSRAFKAKRI. Result: 1 (interaction). (6) The miRNA is hsa-miR-6893-5p with sequence CAGGCAGGUGUAGGGUGGAGC. The protein sequence of the target gene is MASGVTVNDEVIKVFNDMKVRKSSTQEEIKKRKKAVLFCLSDDKRQIIVEEAKQILVGDIGDTVEDPYTSFVKLLPLNDCRYALYDATYETKESKKEDLVFIFWAPESAPLKSKMIYASSKDAIKKKFTGIKHEWQVNGLDDIKDRSTLGEKLGGNVVVSLEGKPL. Result: 1 (interaction).